This data is from Full USPTO retrosynthesis dataset with 1.9M reactions from patents (1976-2016). The task is: Predict the reactants needed to synthesize the given product. Given the product [CH3:25]/[C:19](=[CH:18]\[CH:17]([N:16]([CH3:29])[C:14](=[O:15])[C@H:9]([C:10]([CH3:13])([CH3:12])[CH3:11])[NH2:8])[CH2:26][CH:27]=[CH2:28])/[C:20]([O:22][CH2:23][CH3:24])=[O:21], predict the reactants needed to synthesize it. The reactants are: C(OC([NH:8][C@H:9]([C:14]([N:16]([CH3:29])[CH:17]([CH2:26][CH:27]=[CH2:28])/[CH:18]=[C:19](\[CH3:25])/[C:20]([O:22][CH2:23][CH3:24])=[O:21])=[O:15])[C:10]([CH3:13])([CH3:12])[CH3:11])=O)(C)(C)C.Cl.O1CCOCC1.